The task is: Regression. Given a peptide amino acid sequence and an MHC pseudo amino acid sequence, predict their binding affinity value. This is MHC class II binding data.. This data is from Peptide-MHC class II binding affinity with 134,281 pairs from IEDB. (1) The peptide sequence is KLVLNIKYTRPGDSL. The MHC is DRB3_0202 with pseudo-sequence DRB3_0202. The binding affinity (normalized) is 0.345. (2) The peptide sequence is EKKYFQATQFEPLAA. The MHC is HLA-DQA10501-DQB10301 with pseudo-sequence HLA-DQA10501-DQB10301. The binding affinity (normalized) is 0.0426. (3) The MHC is HLA-DPA10103-DPB10601 with pseudo-sequence HLA-DPA10103-DPB10601. The binding affinity (normalized) is 0. The peptide sequence is AAATAGTTVYGAIAA.